Dataset: Peptide-MHC class II binding affinity with 134,281 pairs from IEDB. Task: Regression. Given a peptide amino acid sequence and an MHC pseudo amino acid sequence, predict their binding affinity value. This is MHC class II binding data. (1) The peptide sequence is IVQKRGIVKENIIDLT. The MHC is DRB1_1101 with pseudo-sequence DRB1_1101. The binding affinity (normalized) is 0.472. (2) The MHC is DRB1_1302 with pseudo-sequence DRB1_1302. The peptide sequence is NCNIAPLMVAYMLER. The binding affinity (normalized) is 0.267. (3) The peptide sequence is FYVWDFAEKFKEDVI. The MHC is HLA-DQA10101-DQB10501 with pseudo-sequence HLA-DQA10101-DQB10501. The binding affinity (normalized) is 0.382. (4) The peptide sequence is EKKYFAATQTEPLAA. The MHC is DRB1_0101 with pseudo-sequence DRB1_0101. The binding affinity (normalized) is 0.783.